From a dataset of Full USPTO retrosynthesis dataset with 1.9M reactions from patents (1976-2016). Predict the reactants needed to synthesize the given product. (1) Given the product [Cl:1][C:2]1[N:3]=[CH:4][CH:5]=[C:6]2[C:11]=1[C:10](=[O:12])[N:9]([CH2:16][C:17]1[CH:22]=[CH:21][C:20]([F:23])=[C:19]([F:24])[CH:18]=1)[CH2:8][CH2:7]2, predict the reactants needed to synthesize it. The reactants are: [Cl:1][C:2]1[N:3]=[CH:4][CH:5]=[C:6]2[C:11]=1[C:10](=[O:12])[NH:9][CH2:8][CH2:7]2.[H-].[Na+].Br[CH2:16][C:17]1[CH:22]=[CH:21][C:20]([F:23])=[C:19]([F:24])[CH:18]=1. (2) Given the product [C:3]([C:5]1[CH:10]=[CH:9][CH:8]=[CH:7][C:6]=1[NH:11][C:12](=[O:22])/[CH:13]=[CH:14]/[C:15]1[CH:16]=[CH:17][C:18]([Cl:21])=[CH:19][CH:20]=1)([OH:4])=[O:2], predict the reactants needed to synthesize it. The reactants are: C[O:2][C:3]([C:5]1[CH:10]=[CH:9][CH:8]=[CH:7][C:6]=1[NH:11][C:12](=[O:22])/[CH:13]=[CH:14]/[C:15]1[CH:20]=[CH:19][C:18]([Cl:21])=[CH:17][CH:16]=1)=[O:4].[OH-].[Na+]. (3) Given the product [Br:1][C:2]1[CH:3]=[CH:4][C:5]([NH:8][C:9]2[N:14]=[C:13]([CH3:15])[C:12]([CH:16]=[O:17])=[CH:11][N:10]=2)=[CH:6][CH:7]=1, predict the reactants needed to synthesize it. The reactants are: [Br:1][C:2]1[CH:7]=[CH:6][C:5]([NH:8][C:9]2[N:14]=[C:13]([CH3:15])[C:12]([CH2:16][OH:17])=[CH:11][N:10]=2)=[CH:4][CH:3]=1. (4) Given the product [F:37][C:33]1[CH:32]=[C:31]([C:8]2([CH2:11][CH2:12][N:13]3[CH:18]4[CH2:19][CH2:20][CH:14]3[CH2:15][CH:16]([N:21]3[C:25]5[CH:26]=[CH:27][CH:28]=[CH:29][C:24]=5[N:23]=[C:22]3[CH3:30])[CH2:17]4)[CH2:9][CH2:10][N:5]([C:3]([CH:2]([NH:1][C:42](=[O:43])[C:41]([CH3:46])([CH3:45])[CH3:40])[CH2:38][CH3:39])=[O:4])[CH2:6][CH2:7]2)[CH:36]=[CH:35][CH:34]=1, predict the reactants needed to synthesize it. The reactants are: [NH2:1][CH:2]([CH2:38][CH3:39])[C:3]([N:5]1[CH2:10][CH2:9][C:8]([C:31]2[CH:36]=[CH:35][CH:34]=[C:33]([F:37])[CH:32]=2)([CH2:11][CH2:12][N:13]2[CH:18]3[CH2:19][CH2:20][CH:14]2[CH2:15][CH:16]([N:21]2[C:25]4[CH:26]=[CH:27][CH:28]=[CH:29][C:24]=4[N:23]=[C:22]2[CH3:30])[CH2:17]3)[CH2:7][CH2:6]1)=[O:4].[CH3:40][C:41]([CH3:46])([CH3:45])[C:42](Cl)=[O:43].CCN(C(C)C)C(C)C. (5) Given the product [CH:21]1([N:13]2[CH2:12][CH2:11][CH:10]([C:7]3[CH:8]=[CH:9][C:4]([N+:1]([O-:3])=[O:2])=[CH:5][CH:6]=3)[CH2:15][CH2:14]2)[CH2:20][CH2:17]1, predict the reactants needed to synthesize it. The reactants are: [N+:1]([C:4]1[CH:9]=[CH:8][C:7]([CH:10]2[CH2:15][CH2:14][NH:13][CH2:12][CH2:11]2)=[CH:6][CH:5]=1)([O-:3])=[O:2].[BH3-][C:17]#N.[Na+].[C:20](O)(=O)[CH3:21]. (6) Given the product [F:17][C:18]1[CH:27]=[CH:26][C:21]([C:22]2[N:25]=[C:4]([C:3]([CH3:9])([CH3:8])[C:1]#[N:2])[NH:6][N:7]=2)=[CH:20][CH:19]=1, predict the reactants needed to synthesize it. The reactants are: [C:1]([C:3]([CH3:9])([CH3:8])[C:4]([NH:6][NH2:7])=O)#[N:2].CCN(CC)CC.[F:17][C:18]1[CH:27]=[CH:26][C:21]([C:22](=[NH:25])OC)=[CH:20][CH:19]=1. (7) Given the product [F:1][C:2]1[CH:14]=[CH:13][C:5]([O:6][CH2:7][C:8]([OH:10])=[O:9])=[CH:4][C:3]=1[CH3:15], predict the reactants needed to synthesize it. The reactants are: [F:1][C:2]1[CH:14]=[CH:13][C:5]([O:6][CH2:7][C:8]([O:10]CC)=[O:9])=[CH:4][C:3]=1[CH3:15].[OH-].[K+]. (8) The reactants are: C(=O)([O-])[O-].[Cs+].[Cs+].[C:7](P(C(C)(C)C)C(C)(C)C)(C)(C)[CH3:8].Br[C:21]1[CH:26]=[CH:25][CH:24]=[C:23]([C:27]([F:30])([F:29])[F:28])[N:22]=1.C([C:33](CC)([C:37]([O-:39])=[O:38])C([O-])=O)C.[Cl-].[NH4+]. Given the product [CH2:7]([O:39][C:37](=[O:38])[CH2:33][C:21]1[CH:26]=[CH:25][CH:24]=[C:23]([C:27]([F:30])([F:29])[F:28])[N:22]=1)[CH3:8], predict the reactants needed to synthesize it. (9) Given the product [Br:3][C:4]1[CH:12]=[CH:11][C:10]2[N:9]([CH2:19][C:20]([N:22]3[CH2:27][CH2:26][CH2:25][CH2:24][CH2:23]3)=[O:21])[C:8]3[CH2:13][CH2:14][N:15]([CH3:17])[CH2:16][C:7]=3[C:6]=2[CH:5]=1, predict the reactants needed to synthesize it. The reactants are: [H-].[Na+].[Br:3][C:4]1[CH:12]=[CH:11][C:10]2[NH:9][C:8]3[CH2:13][CH2:14][N:15]([CH3:17])[CH2:16][C:7]=3[C:6]=2[CH:5]=1.Cl[CH2:19][C:20]([N:22]1[CH2:27][CH2:26][CH2:25][CH2:24][CH2:23]1)=[O:21].